From a dataset of Forward reaction prediction with 1.9M reactions from USPTO patents (1976-2016). Predict the product of the given reaction. (1) The product is: [NH4+:9].[CH2:1]([N:9]1[C:14](=[O:15])[CH2:13][CH:11]([C:10]([O-:18])=[O:17])[CH2:12]1)[CH2:2][CH2:3][CH2:4][CH2:5][CH2:6][CH2:7][CH3:8]. Given the reactants [CH2:1]([NH2:9])[CH2:2][CH2:3][CH2:4][CH2:5][CH2:6][CH2:7][CH3:8].[C:10]([OH:18])(=[O:17])[C:11]([CH2:13][C:14](O)=[O:15])=[CH2:12].N1CCOCC1, predict the reaction product. (2) The product is: [CH3:17][C:12]1([CH3:18])[C:13]([CH3:16])([CH3:15])[O:14][B:10]([C:2]2[S:6][C:5]([C:7]([NH2:9])=[O:8])=[CH:4][CH:3]=2)[O:11]1. Given the reactants Br[C:2]1[S:6][C:5]([C:7]([NH2:9])=[O:8])=[CH:4][CH:3]=1.[B:10]1([B:10]2[O:14][C:13]([CH3:16])([CH3:15])[C:12]([CH3:18])([CH3:17])[O:11]2)[O:14][C:13]([CH3:16])([CH3:15])[C:12]([CH3:18])([CH3:17])[O:11]1.CC([O-])=O.[K+], predict the reaction product. (3) Given the reactants Br[C:2]1[CH:3]=[C:4]([C:8]2[C:9]3[CH:23]=[CH:22][NH:21][C:10]=3[N:11]=[C:12]([C:14]3[CH:19]=[CH:18][CH:17]=[C:16]([CH3:20])[N:15]=3)[N:13]=2)[CH:5]=[N:6][CH:7]=1.[CH3:24][Si:25]([C:28]#[CH:29])([CH3:27])[CH3:26], predict the reaction product. The product is: [CH3:20][C:16]1[N:15]=[C:14]([C:12]2[N:13]=[C:8]([C:4]3[CH:5]=[N:6][CH:7]=[C:2]([C:29]#[C:28][Si:25]([CH3:27])([CH3:26])[CH3:24])[CH:3]=3)[C:9]3[CH:23]=[CH:22][NH:21][C:10]=3[N:11]=2)[CH:19]=[CH:18][CH:17]=1. (4) The product is: [S:30]([O-:33])([O-:32])=[O:31].[Na+:34].[Na+:34].[Br:22][CH:8]([C:4]1[CH:5]=[CH:6][CH:7]=[C:2]([Cl:1])[CH:3]=1)[C:9]([C:11]1[CH:12]=[CH:13][C:14]2[O:19][CH2:18][C:17](=[O:20])[NH:16][C:15]=2[CH:21]=1)=[O:10]. Given the reactants [Cl:1][C:2]1[CH:3]=[C:4]([CH2:8][C:9]([C:11]2[CH:12]=[CH:13][C:14]3[O:19][CH2:18][C:17](=[O:20])[NH:16][C:15]=3[CH:21]=2)=[O:10])[CH:5]=[CH:6][CH:7]=1.[BrH:22].Br.[NH+]1C=CC=CC=1.[S:30]([O-:33])([O-:32])=[O:31].[Na+:34].[Na+], predict the reaction product. (5) Given the reactants [F:1][C:2]1[CH:8]=[CH:7][C:5]([NH2:6])=[C:4]([O:9][CH:10]2[CH2:15][CH2:14][O:13][CH2:12][CH2:11]2)[CH:3]=1.Cl[C:17]1[C:18]2[C:25]([CH3:26])=[C:24]([Cl:27])[S:23][C:19]=2[N:20]=[CH:21][N:22]=1.C1(C)C=CC(S(O)(=O)=O)=CC=1.O.[OH-].[NH4+], predict the reaction product. The product is: [Cl:27][C:24]1[S:23][C:19]2[N:20]=[CH:21][N:22]=[C:17]([NH:6][C:5]3[CH:7]=[CH:8][C:2]([F:1])=[CH:3][C:4]=3[O:9][CH:10]3[CH2:15][CH2:14][O:13][CH2:12][CH2:11]3)[C:18]=2[C:25]=1[CH3:26]. (6) Given the reactants [CH2:1]([NH:7][C:8]([N:10]1[C:18]2[C:13](=[N:14][CH:15]=[CH:16][CH:17]=2)[NH:12][C:11]1=[O:19])=[O:9])[CH2:2][CH2:3][CH2:4][CH2:5][CH3:6].IC.[C:22](=O)([O-])[O-].[Cs+].[Cs+], predict the reaction product. The product is: [CH2:1]([NH:7][C:8]([N:10]1[C:18]2[C:13](=[N:14][CH:15]=[CH:16][CH:17]=2)[N:12]([CH3:22])[C:11]1=[O:19])=[O:9])[CH2:2][CH2:3][CH2:4][CH2:5][CH3:6].